This data is from Full USPTO retrosynthesis dataset with 1.9M reactions from patents (1976-2016). The task is: Predict the reactants needed to synthesize the given product. (1) Given the product [CH:1]1([NH:4][C:9](=[O:10])[C:8]2[CH:12]=[CH:13][C:14]([F:15])=[C:6]([F:5])[CH:7]=2)[CH2:3][CH2:2]1, predict the reactants needed to synthesize it. The reactants are: [CH:1]1([NH2:4])[CH2:3][CH2:2]1.[F:5][C:6]1[CH:7]=[C:8]([CH:12]=[CH:13][C:14]=1[F:15])[C:9](O)=[O:10]. (2) Given the product [C:1]([O:5][C:6]([NH:8][C@H:9]([C:15]([N:64]([CH3:75])[C@@H:65]([CH:72]([CH3:73])[CH3:74])/[CH:66]=[C:67](\[CH3:71])/[C:68]([O:70][CH2:28][CH3:29])=[O:69])=[O:17])[C:10]([CH3:11])([CH2:12][CH3:13])[CH3:14])=[O:7])([CH3:2])([CH3:3])[CH3:4], predict the reactants needed to synthesize it. The reactants are: [C:1]([O:5][C:6]([NH:8][C@H:9]([C:15]([OH:17])=O)[C:10]([CH3:14])([CH2:12][CH3:13])[CH3:11])=[O:7])([CH3:4])([CH3:3])[CH3:2].F[P-](F)(F)(F)(F)F.N1(O[P+](N2CCCC2)(N2CCCC2)N2CCCC2)[C:29]2C=CC=C[C:28]=2N=N1.C(N(C(C)C)CC)(C)C.N[C@@H](C(C)(C)C)C([N:64]([CH3:75])[CH:65]([CH:72]([CH3:74])[CH3:73])[CH:66]=[C:67]([CH3:71])[C:68]([O-:70])=[O:69])=O. (3) Given the product [CH3:12][S:11][C:6]1[CH:7]=[CH:8][C:9]([F:10])=[C:4]([Cl:3])[CH:5]=1, predict the reactants needed to synthesize it. The reactants are: IC.[Cl:3][C:4]1[CH:5]=[C:6]([SH:11])[CH:7]=[CH:8][C:9]=1[F:10].[C:12](=O)([O-])[O-].[K+].[K+]. (4) Given the product [N:19]1[N:20]=[CH:21][N:17]2[N:16]=[C:3]([C:5]3[CH:6]=[CH:7][C:8]4[O:13][CH2:12][C:11](=[O:14])[NH:10][C:9]=4[CH:15]=3)[CH2:2][S:22][C:18]=12, predict the reactants needed to synthesize it. The reactants are: Cl[CH2:2][C:3]([C:5]1[CH:6]=[CH:7][C:8]2[O:13][CH2:12][C:11](=[O:14])[NH:10][C:9]=2[CH:15]=1)=O.[NH2:16][N:17]1[CH:21]=[N:20][N:19]=[C:18]1[SH:22].C(O)C.C(=O)([O-])[O-].[K+].[K+]. (5) Given the product [CH3:29][C:28]1[CH:27]=[CH:26][CH:25]=[C:24]([CH3:30])[C:23]=1[O:22][C:16]1[CH:17]=[C:18]2[C:13](=[CH:14][C:15]=1[CH3:31])[N:12]=[C:11]([N:9]1[CH:10]=[C:6]([C:4]([OH:5])=[O:3])[CH:7]=[N:8]1)[NH:20][C:19]2=[O:21], predict the reactants needed to synthesize it. The reactants are: C([O:3][C:4]([C:6]1[CH:7]=[N:8][N:9]([C:11]2[NH:20][C:19](=[O:21])[C:18]3[C:13](=[CH:14][C:15]([CH3:31])=[C:16]([O:22][C:23]4[C:28]([CH3:29])=[CH:27][CH:26]=[CH:25][C:24]=4[CH3:30])[CH:17]=3)[N:12]=2)[CH:10]=1)=[O:5])C.[OH-].[K+]. (6) Given the product [N:16]1([CH2:15][CH2:14][CH2:13][CH2:12][C:9]2[CH:8]=[CH:7][C:6]([OH:5])=[CH:11][CH:10]=2)[CH:20]=[CH:19][N:18]=[N:17]1, predict the reactants needed to synthesize it. The reactants are: C([O:5][C:6]1[CH:11]=[CH:10][C:9]([CH2:12][CH2:13][CH2:14][CH2:15][N:16]2[CH:20]=[CH:19][N:18]=[N:17]2)=[CH:8][CH:7]=1)(C)(C)C.[OH-].[Na+]. (7) Given the product [Cl:21][C:22]1[CH:23]=[N:24][N:25]([C:14]2[CH:19]=[CH:18][N:17]=[CH:16][C:15]=2[F:20])[CH:26]=1, predict the reactants needed to synthesize it. The reactants are: O.C1(C)C=CC(S(O)(=O)=O)=CC=1.Cl[C:14]1[CH:19]=[CH:18][N:17]=[CH:16][C:15]=1[F:20].[Cl:21][C:22]1[CH:23]=[N:24][NH:25][CH:26]=1.C(=O)(O)[O-].[Na+]. (8) Given the product [SH:19][C:18]1[N:20]([NH2:21])[C:12]([C@H:11]([C:7]2[CH:6]=[C:5]3[C:10](=[CH:9][CH:8]=2)[N:1]=[CH:2][CH:3]=[CH:4]3)[CH3:15])=[N:16][N:17]=1, predict the reactants needed to synthesize it. The reactants are: [N:1]1[C:10]2[C:5](=[CH:6][C:7]([C@H:11]([CH3:15])[C:12](O)=O)=[CH:8][CH:9]=2)[CH:4]=[CH:3][CH:2]=1.[NH2:16][NH:17][C:18]([NH:20][NH2:21])=[S:19].CS(O)(=O)=O.C(=O)(O)[O-].[Na+]. (9) Given the product [N:21]1([CH:17]([CH3:18])[CH2:16][C:12]2[CH:11]=[C:10]([C:7]3[CH:8]=[CH:9][N:4]4[CH:3]=[CH:2][N:1]=[C:5]4[CH:6]=3)[CH:15]=[CH:14][N:13]=2)[CH2:26][CH2:25][O:24][CH2:23][CH2:22]1, predict the reactants needed to synthesize it. The reactants are: [N:1]1[CH:2]=[CH:3][N:4]2[CH:9]=[CH:8][C:7]([C:10]3[CH:15]=[CH:14][N:13]=[C:12]([CH2:16][C:17](=O)[CH3:18])[CH:11]=3)=[CH:6][C:5]=12.Cl.[NH:21]1[CH2:26][CH2:25][O:24][CH2:23][CH2:22]1.C([BH3-])#N.[Na+].